From a dataset of Catalyst prediction with 721,799 reactions and 888 catalyst types from USPTO. Predict which catalyst facilitates the given reaction. (1) Reactant: [H-].[Al+3].[Li+].[H-].[H-].[H-].[Cl:7][C:8]1[CH:25]=[C:24]2[C:11]([O:12][C:13](=[O:30])[C:14]3[C:23]2=[CH:22][CH:21]=[C:20]2[C:15]=3[N:16]([CH3:29])[C:17](=[O:28])[C:18]([CH3:27])([CH3:26])[NH:19]2)=[CH:10][CH:9]=1.C(OCC)(=O)C.O. Product: [Cl:7][C:8]1[CH:9]=[CH:10][C:11]([OH:12])=[C:24]([C:23]2[C:14]([CH2:13][OH:30])=[C:15]3[C:20]([NH:19][C:18]([CH3:26])([CH3:27])[C:17](=[O:28])[N:16]3[CH3:29])=[CH:21][CH:22]=2)[CH:25]=1. The catalyst class is: 334. (2) Reactant: [Br:1][C:2]1[CH:7]=[CH:6][C:5]([C:8]2[CH:13]=[CH:12][C:11]([C:14]([OH:16])=O)=[CH:10][CH:9]=2)=[CH:4][CH:3]=1.[NH:17]1[CH2:21][CH2:20][C@@H:19]([OH:22])[CH2:18]1.CN(C(ON1N=NC2C=CC=NC1=2)=[N+](C)C)C.F[P-](F)(F)(F)(F)F. Product: [Br:1][C:2]1[CH:3]=[CH:4][C:5]([C:8]2[CH:9]=[CH:10][C:11]([C:14]([N:17]3[CH2:21][CH2:20][C@@H:19]([OH:22])[CH2:18]3)=[O:16])=[CH:12][CH:13]=2)=[CH:6][CH:7]=1. The catalyst class is: 3. (3) Reactant: [I-].[Na+].I.[CH2:4]([N:11]1[CH2:20][CH2:19][C:18]2[C:17](Cl)=[N:16][CH:15]=[N:14][C:13]=2[CH2:12]1)[C:5]1[CH:10]=[CH:9][CH:8]=[CH:7][CH:6]=1.[NH2:22][C:23]1[CH:24]=[N:25][C:26]2[C:31]([CH:32]=1)=[CH:30][CH:29]=[CH:28][CH:27]=2. Product: [CH2:4]([N:11]1[CH2:20][CH2:19][C:18]2[C:17]([NH:22][C:23]3[CH:24]=[N:25][C:26]4[C:31]([CH:32]=3)=[CH:30][CH:29]=[CH:28][CH:27]=4)=[N:16][CH:15]=[N:14][C:13]=2[CH2:12]1)[C:5]1[CH:10]=[CH:9][CH:8]=[CH:7][CH:6]=1. The catalyst class is: 12.